Dataset: Full USPTO retrosynthesis dataset with 1.9M reactions from patents (1976-2016). Task: Predict the reactants needed to synthesize the given product. (1) Given the product [CH3:19][O:18][C@@H:5]([CH2:6][C:7]1[CH:8]=[CH:9][C:10]([O:13][CH2:14][C:15](=[O:17])[NH:30][CH2:29][CH2:28][O:27][C:26]2[CH:31]=[CH:32][C:23]([O:22][CH3:21])=[CH:24][CH:25]=2)=[CH:11][CH:12]=1)[C:4]([OH:3])=[O:20], predict the reactants needed to synthesize it. The reactants are: C([O:3][C:4](=[O:20])[C@@H:5]([O:18][CH3:19])[CH2:6][C:7]1[CH:12]=[CH:11][C:10]([O:13][CH2:14][C:15]([OH:17])=O)=[CH:9][CH:8]=1)C.[CH3:21][O:22][C:23]1[CH:32]=[CH:31][C:26]([O:27][CH2:28][CH2:29][NH2:30])=[CH:25][CH:24]=1.C(O[C@@H](CC1C=CC(O[C@@H](C(=O)NCCC2C=CC(OC3C=CC=CC=3)=CC=2)C)=CC=1)C(O)=O)C. (2) Given the product [CH3:2][O:3][C:4]1[CH:5]=[C:6]([C:12]2[C:13]([CH3:25])([CH3:24])[C:14](=[O:23])[N:15]([CH:17]3[CH2:22][CH2:21][N:20]([C:35]([C:32]4[CH:33]=[C:34]5[C:29]([CH:28]=[CH:27][NH:26]5)=[CH:30][CH:31]=4)=[O:36])[CH2:19][CH2:18]3)[N:16]=2)[CH:7]=[CH:8][C:9]=1[O:10][CH3:11], predict the reactants needed to synthesize it. The reactants are: Cl.[CH3:2][O:3][C:4]1[CH:5]=[C:6]([C:12]2[C:13]([CH3:25])([CH3:24])[C:14](=[O:23])[N:15]([CH:17]3[CH2:22][CH2:21][NH:20][CH2:19][CH2:18]3)[N:16]=2)[CH:7]=[CH:8][C:9]=1[O:10][CH3:11].[NH:26]1[C:34]2[C:29](=[CH:30][CH:31]=[C:32]([C:35](O)=[O:36])[CH:33]=2)[CH:28]=[CH:27]1.